Dataset: CYP2C9 inhibition data for predicting drug metabolism from PubChem BioAssay. Task: Regression/Classification. Given a drug SMILES string, predict its absorption, distribution, metabolism, or excretion properties. Task type varies by dataset: regression for continuous measurements (e.g., permeability, clearance, half-life) or binary classification for categorical outcomes (e.g., BBB penetration, CYP inhibition). Dataset: cyp2c9_veith. (1) The compound is COc1ccc(CNCCC(c2ccc(OC(C)C)cc2)C(C)C)cc1OC. The result is 0 (non-inhibitor). (2) The result is 0 (non-inhibitor). The drug is C[C@@H]1O[C@H]2C3=C(C(=O)[C@H]4O[C@@H]4[C@H]3O)[C@@H]1[C@@H]1[C@@H](C)OC=C3[C@H](O)[C@H]4O[C@@H]4/C(=N\OCc4ccccc4)[C@]312. (3) The drug is Cc1cc(C)c2c(c1)C1C=CCC1C(c1ccc(S(=O)(=O)N3CCOCC3)cc1)N2. The result is 0 (non-inhibitor). (4) The molecule is Cc1nn(Cc2c(F)c(F)c(F)c(F)c2F)c(C)c1NC(=O)c1c(-c2ccccc2)nn(-c2ccccc2)c1C. The result is 1 (inhibitor). (5) The molecule is NC(=O)C1CCN(c2ccc(C(F)(F)F)cc2[N+](=O)[O-])CC1. The result is 1 (inhibitor).